Dataset: Reaction yield outcomes from USPTO patents with 853,638 reactions. Task: Predict the reaction yield, written as a fraction of the theoretical maximum amount of product (1.0 means a 100% yield; for example, 0.34 means a 34% yield). (1) The reactants are [N+:1]([C:4]1[C:5]([O:27][C:28]2[CH:33]=[CH:32][CH:31]=[CH:30][CH:29]=2)=[N:6][C:7]2[CH2:8][CH2:9][CH2:10][CH2:11][C:12]=2[C:13]=1[NH:14][CH2:15][CH2:16][O:17][CH2:18][CH2:19][CH2:20][C:21]1[CH:22]=[N:23][CH:24]=[CH:25][CH:26]=1)([O-])=O.[H][H]. The catalyst is C1(C)C=CC=CC=1.[Pt]. The product is [O:27]([C:5]1[C:4]([NH2:1])=[C:13]([NH:14][CH2:15][CH2:16][O:17][CH2:18][CH2:19][CH2:20][C:21]2[CH:22]=[N:23][CH:24]=[CH:25][CH:26]=2)[C:12]2[CH2:11][CH2:10][CH2:9][CH2:8][C:7]=2[N:6]=1)[C:28]1[CH:29]=[CH:30][CH:31]=[CH:32][CH:33]=1. The yield is 0.740. (2) The reactants are I[C:2]1[C:3]([NH2:9])=[N:4][C:5]([NH2:8])=[CH:6][CH:7]=1.[CH3:10][Si:11]([C:14]#[CH:15])([CH3:13])[CH3:12]. The catalyst is [Cu]I.C1C=CC([P]([Pd]([P](C2C=CC=CC=2)(C2C=CC=CC=2)C2C=CC=CC=2)([P](C2C=CC=CC=2)(C2C=CC=CC=2)C2C=CC=CC=2)[P](C2C=CC=CC=2)(C2C=CC=CC=2)C2C=CC=CC=2)(C2C=CC=CC=2)C2C=CC=CC=2)=CC=1.CN1CCCC1=O. The product is [CH3:10][Si:11]([C:14]#[C:15][C:2]1[C:3]([NH2:9])=[N:4][C:5]([NH2:8])=[CH:6][CH:7]=1)([CH3:13])[CH3:12]. The yield is 0.600.